This data is from Full USPTO retrosynthesis dataset with 1.9M reactions from patents (1976-2016). The task is: Predict the reactants needed to synthesize the given product. (1) Given the product [F:6][C:7]1[CH:8]=[CH:9][C:10]([CH2:13][C:14]([O:16][CH3:17])=[O:15])=[CH:11][CH:12]=1, predict the reactants needed to synthesize it. The reactants are: S(=O)(=O)(O)O.[F:6][C:7]1[CH:12]=[CH:11][C:10]([CH2:13][C:14]([OH:16])=[O:15])=[CH:9][CH:8]=1.[CH3:17]O. (2) Given the product [O:9]1[C:10]2[CH:16]=[CH:15][CH:14]=[CH:13][C:11]=2[N:12]=[C:8]1[C:5]1[CH:6]=[CH:7][C:2]([C:33]2[CH:34]=[CH:35][C:30]([N:28]3[C:27]4[CH:26]=[CH:25][CH:24]=[CH:23][C:22]=4[C:21]4[C:29]3=[CH:17][CH:18]=[CH:19][CH:20]=4)=[CH:31][CH:32]=2)=[CH:3][CH:4]=1, predict the reactants needed to synthesize it. The reactants are: I[C:2]1[CH:7]=[CH:6][C:5]([C:8]2[O:9][C:10]3[CH:16]=[CH:15][CH:14]=[CH:13][C:11]=3[N:12]=2)=[CH:4][CH:3]=1.[CH:17]1[C:29]2[N:28]([C:30]3[CH:35]=[CH:34][C:33](B(O)O)=[CH:32][CH:31]=3)[C:27]3[C:22](=[CH:23][CH:24]=[CH:25][CH:26]=3)[C:21]=2[CH:20]=[CH:19][CH:18]=1.COCCOC.C(=O)([O-])[O-].[K+].[K+]. (3) Given the product [ClH:35].[C:1]([C@@:3]1([CH2:31][CH3:32])[CH2:7][CH2:6][N:5]([C:8]2[CH:13]=[CH:12][N:11]=[C:10]([NH:14][C:15]3[CH:16]=[C:17]([NH:21][S:22]([CH3:25])(=[O:24])=[O:23])[CH:18]=[CH:19][CH:20]=3)[N:9]=2)[C:4]1=[O:30])#[N:2], predict the reactants needed to synthesize it. The reactants are: [C:1]([C@@:3]1([CH2:31][CH3:32])[CH2:7][CH2:6][N:5]([C:8]2[CH:13]=[CH:12][N:11]=[C:10]([NH:14][C:15]3[CH:16]=[C:17]([N:21](S(C)(=O)=O)[S:22]([CH3:25])(=[O:24])=[O:23])[CH:18]=[CH:19][CH:20]=3)[N:9]=2)[C:4]1=[O:30])#[N:2].[OH-].[Li+].[Cl-:35].[NH4+]. (4) Given the product [ClH:1].[NH2:20][C:15]1[N:14]=[C:13]2[C:12]([NH:28][C:29]([C@H:31]3[CH2:36][CH2:35][C@H:34]([N:37]4[CH2:42][CH2:41][O:40][CH2:39][C:38]4=[O:43])[CH2:33][CH2:32]3)=[O:30])=[C:11]([C:9]([NH:8][C:5]3[CH:4]=[CH:3][C:2]([Cl:1])=[CH:7][N:6]=3)=[O:10])[O:19][C:18]2=[CH:17][CH:16]=1, predict the reactants needed to synthesize it. The reactants are: [Cl:1][C:2]1[CH:3]=[CH:4][C:5]([NH:8][C:9]([C:11]2[O:19][C:18]3[C:13](=[N:14][C:15]([NH:20]C(=O)OC(C)(C)C)=[CH:16][CH:17]=3)[C:12]=2[NH:28][C:29]([C@H:31]2[CH2:36][CH2:35][C@H:34]([N:37]3[CH2:42][CH2:41][O:40][CH2:39][C:38]3=[O:43])[CH2:33][CH2:32]2)=[O:30])=[O:10])=[N:6][CH:7]=1.Cl.O1CCOCC1. (5) Given the product [Cl:1][C:2]1[C:7]([Cl:8])=[CH:6][CH:5]=[CH:4][C:3]=1[S:9]([N:12]([C:21]1[C:26]([O:27][CH3:28])=[N:25][C:24]([S:29][CH2:30][CH:31]([Cl:42])[C:32]2[O:33][CH:34]=[CH:35][N:36]=2)=[CH:23][N:22]=1)[CH2:13][O:14][CH2:15][CH2:16][Si:17]([CH3:18])([CH3:19])[CH3:20])(=[O:10])=[O:11], predict the reactants needed to synthesize it. The reactants are: [Cl:1][C:2]1[C:7]([Cl:8])=[CH:6][CH:5]=[CH:4][C:3]=1[S:9]([N:12]([C:21]1[C:26]([O:27][CH3:28])=[N:25][C:24]([S:29][CH2:30][CH:31](O)[C:32]2[O:33][CH:34]=[CH:35][N:36]=2)=[CH:23][N:22]=1)[CH2:13][O:14][CH2:15][CH2:16][Si:17]([CH3:20])([CH3:19])[CH3:18])(=[O:11])=[O:10].CS([Cl:42])(=O)=O.C(N(CC)CC)C. (6) Given the product [CH:92]1([C@H:84]([NH:83][C:82]([C@@H:77]([NH:76][C:75]([N:15]2[CH2:16][C@H:17]([O:19][C:20]3[C:29]4[C:24](=[CH:25][C:26]([O:30][CH3:31])=[CH:27][CH:28]=4)[N:23]=[C:22]([C:32]4[CH:37]=[CH:36][CH:35]=[CH:34][CH:33]=4)[CH:21]=3)[CH2:18][C@H:14]2[C:12]([NH:11][C@:6]2([C:4]([OH:3])=[O:5])[CH2:8][C@H:7]2[CH:9]=[CH2:10])=[O:13])=[O:95])[C:78]([CH3:79])([CH3:80])[CH3:81])=[O:94])[C:85](=[O:93])[NH:106][CH3:98])[CH2:91][CH2:90][CH2:89][CH2:88][CH2:87]1, predict the reactants needed to synthesize it. The reactants are: C([O:3][C:4]([C:6]1([NH:11][C:12]([CH:14]2[CH2:18][CH:17]([O:19][C:20]3[C:29]4[C:24](=[CH:25][C:26]([O:30][CH3:31])=[CH:27][CH:28]=4)[N:23]=[C:22]([C:32]4[CH:37]=[CH:36][CH:35]=[CH:34][CH:33]=4)[CH:21]=3)[CH2:16][NH:15]2)=[O:13])[CH2:8][CH:7]1[CH:9]=[CH2:10])=[O:5])C.C(OC(C1(NC(C2CC(OC3C4C(=CC(OC)=CC=4)N=C(C4C=CC=CC=4)C=3)CN2[C:75](=[O:95])[NH:76][CH:77]([C:82](=[O:94])[NH:83][CH:84]2[C:92]3[C:87](=[CH:88][CH:89]=[CH:90][CH:91]=3)C[CH:85]2[OH:93])[C:78]([CH3:81])([CH3:80])[CH3:79])=O)CC1C=C)=O)C.OC1CC2C(=CC=CC=2)[CH:98]1[NH:106]C(C(N1CC(OC2C3C(=CC(OC)=CC=3)C=C(C3C=CC=CC=3)C=2)CC1C1(C(O)=O)CC1C=C)C(C)(C)C)=O.